This data is from Forward reaction prediction with 1.9M reactions from USPTO patents (1976-2016). The task is: Predict the product of the given reaction. (1) Given the reactants [CH3:1][O:2][C:3]([C@H:5]1[CH2:10][CH2:9][CH2:8][CH2:7][C@H:6]1C(O)=O)=[O:4].C([N:16](CC)CC)C.Cl[C:22]([O:24][CH2:25][CH3:26])=[O:23].[N-]=[N+]=[N-].[Na+].[CH2:31](O)[C:32]1C=C[CH:35]=[CH:34][CH:33]=1, predict the reaction product. The product is: [CH3:1][O:2][C:3]([C@@H:5]1[CH2:10][CH2:9][CH2:8][CH2:7][C@@H:6]1[NH:16][C:22]([O:24][CH2:25][C:26]1[CH:35]=[CH:34][CH:33]=[CH:32][CH:31]=1)=[O:23])=[O:4]. (2) Given the reactants Cl.[NH2:2][CH2:3][CH2:4][C:5]([OH:7])=O.[Cl:8][C:9]1[CH:10]=[C:11]([CH:25]=[CH:26][C:27]=1[Cl:28])[CH2:12][C:13]1[CH:14]=[N:15][C:16]2[N:17]([N:19]=[CH:20][C:21]=2[C:22]([OH:24])=O)[CH:18]=1.C([N:31](CC)CC)C.CN(C(ON1N=NC2C=CC=CC1=2)=[N+](C)C)C.[B-](F)(F)(F)F, predict the reaction product. The product is: [NH2:31][C:5](=[O:7])[CH2:4][CH2:3][NH:2][C:22]([C:21]1[CH:20]=[N:19][N:17]2[CH:18]=[C:13]([CH2:12][C:11]3[CH:25]=[CH:26][C:27]([Cl:28])=[C:9]([Cl:8])[CH:10]=3)[CH:14]=[N:15][C:16]=12)=[O:24]. (3) Given the reactants [Si]([O:8][C:9]1[S:17][C:16]2[CH2:15][CH2:14][N:13]([CH:18]([C:26]([CH:28]3[CH2:30][CH2:29]3)=[O:27])[C:19]3[CH:24]=[CH:23][CH:22]=[CH:21][C:20]=3[F:25])[CH2:12][C:11]=2[CH:10]=1)(C(C)(C)C)(C)C.C(N(CC)CC)C.[C:38](OC(=O)C)(=[O:40])[CH3:39].O, predict the reaction product. The product is: [CH3:39][C:38]([O:8][C:9]1[S:17][C:16]2[CH2:15][CH2:14][N:13]([CH:18]([C:26]([CH:28]3[CH2:30][CH2:29]3)=[O:27])[C:19]3[CH:24]=[CH:23][CH:22]=[CH:21][C:20]=3[F:25])[CH2:12][C:11]=2[CH:10]=1)=[O:40]. (4) Given the reactants N1[CH:6]=[CH:5][CH:4]=[CH:3][C:2]=1[C:7]1[CH:12]=[CH:11][CH:10]=[CH:9][N:8]=1.[C:13]1(C)C=CC=C[CH:14]=1, predict the reaction product. The product is: [CH:10]1[C:9]2[NH:8][C:7]3[C:2](=[CH:3][CH:4]=[CH:5][CH:6]=3)[C:14]=2[CH:13]=[CH:12][CH:11]=1. (5) Given the reactants [Br:1][C:2]1[CH:30]=[CH:29][C:5]([O:6][CH2:7][C@H:8]([CH3:28])[CH2:9][O:10][Si:11]([C:24]([CH3:27])([CH3:26])[CH3:25])([C:18]2C=CC=CC=2)[C:12]2C=CC=CC=2)=[CH:4][CH:3]=1.CCCC[N+](CCCC)(CCCC)CCCC.[F-], predict the reaction product. The product is: [Br:1][C:2]1[CH:3]=[CH:4][C:5]([O:6][CH2:7][C@H:8]([CH3:28])[CH2:9][O:10][Si:11]([C:24]([CH3:25])([CH3:27])[CH3:26])([CH3:12])[CH3:18])=[CH:29][CH:30]=1. (6) Given the reactants [NH2:1][CH2:2][CH2:3][CH2:4][OH:5].Br[CH2:7][C:8]([O:10][CH2:11][CH3:12])=[O:9], predict the reaction product. The product is: [CH2:11]([O:10][C:8](=[O:9])[CH2:7][NH:1][CH2:2][CH2:3][CH2:4][OH:5])[CH3:12]. (7) Given the reactants [Cl:1][C:2]1[CH:24]=[C:23]([C:25]2[CH2:30][CH2:29][C:28](=[O:31])[NH:27][N:26]=2)[CH:22]=[CH:21][C:3]=1[O:4][CH2:5][C:6]([NH:8][CH2:9][C:10]1[CH:15]=[CH:14][C:13]([O:16][CH2:17][CH:18]2[CH2:20][O:19]2)=[CH:12][CH:11]=1)=[O:7].[CH:32]([NH2:35])([CH3:34])[CH3:33], predict the reaction product. The product is: [Cl:1][C:2]1[CH:24]=[C:23]([C:25]2[CH2:30][CH2:29][C:28](=[O:31])[NH:27][N:26]=2)[CH:22]=[CH:21][C:3]=1[O:4][CH2:5][C:6]([NH:8][CH2:9][C:10]1[CH:11]=[CH:12][C:13]([O:16][CH2:17][CH:18]([OH:19])[CH2:20][NH:35][CH:32]([CH3:34])[CH3:33])=[CH:14][CH:15]=1)=[O:7]. (8) Given the reactants [Cl:1][C:2]1[C:7]([O:8][CH3:9])=[CH:6][C:5]([N:10](CC2C=CC(OC)=CC=2)[C:11]2[C:20]3[C:15](=[CH:16][C:17](F)=[C:18]([O:21][CH3:22])[CH:19]=3)[N:14]=[CH:13][N:12]=2)=[C:4]([O:33][CH3:34])[CH:3]=1.[N:35]1[CH:40]=[CH:39][C:38]([CH2:41][CH2:42][CH2:43][OH:44])=[CH:37][CH:36]=1.C[Si]([N-][Si](C)(C)C)(C)C.[Na+], predict the reaction product. The product is: [Cl:1][C:2]1[C:7]([O:8][CH3:9])=[CH:6][C:5]([NH:10][C:11]2[C:16]3[C:15](=[CH:20][C:19]([O:44][CH2:43][CH2:42][CH2:41][C:38]4[CH:39]=[CH:40][N:35]=[CH:36][CH:37]=4)=[C:18]([O:21][CH3:22])[CH:17]=3)[N:14]=[CH:13][N:12]=2)=[C:4]([O:33][CH3:34])[CH:3]=1.